This data is from Catalyst prediction with 721,799 reactions and 888 catalyst types from USPTO. The task is: Predict which catalyst facilitates the given reaction. (1) Reactant: [CH2:1]([NH2:4])[CH2:2][NH2:3].Br[C:6]1[C:11]([CH3:12])=[C:10]([CH3:13])[C:9]([CH3:14])=[C:8]([CH3:15])[C:7]=1[CH3:16].CC(C)([O-])C.[Na+].O. Product: [CH3:16][C:7]1[C:8]([CH3:15])=[C:9]([CH3:14])[C:10]([CH3:13])=[C:11]([CH3:12])[C:6]=1[NH:3][CH2:2][CH2:1][NH2:4]. The catalyst class is: 733. (2) Reactant: Cl.[CH2:2]([NH:4][CH2:5][CH3:6])[CH3:3].[C:7]([C:9]1[CH:35]=[CH:34][C:12]([C:13]([NH:15][C:16]2[CH:17]=[CH:18][C:19]([CH3:33])=[C:20]([NH:22][C:23](=[O:32])[C:24]3[CH:29]=[CH:28][CH:27]=[C:26]([CH2:30]Cl)[CH:25]=3)[CH:21]=2)=[O:14])=[CH:11][CH:10]=1)#[N:8].C(=O)([O-])[O-].[K+].[K+]. Product: [C:7]([C:9]1[CH:35]=[CH:34][C:12]([C:13]([NH:15][C:16]2[CH:17]=[CH:18][C:19]([CH3:33])=[C:20]([NH:22][C:23](=[O:32])[C:24]3[CH:29]=[CH:28][CH:27]=[C:26]([CH2:30][N:4]([CH2:5][CH3:6])[CH2:2][CH3:3])[CH:25]=3)[CH:21]=2)=[O:14])=[CH:11][CH:10]=1)#[N:8]. The catalyst class is: 21. (3) Reactant: [CH3:1][C:2]1[C:7]([C:8]([OH:10])=O)=[CH:6][N:5]=[C:4]([C:11]2[CH:12]=[N:13][CH:14]=[CH:15][CH:16]=2)[N:3]=1.CN(C(SC1[N+]([O-])=CC=CC=1)=[N+](C)C)C.F[P-](F)(F)(F)(F)F.CCN(C(C)C)C(C)C.[F:48][C:49]1[CH:50]=[C:51]2[C:55](=[CH:56][CH:57]=1)[N:54]([NH2:58])[CH2:53][C:52]2([CH3:60])[CH3:59]. Product: [F:48][C:49]1[CH:50]=[C:51]2[C:55](=[CH:56][CH:57]=1)[N:54]([NH:58][C:8]([C:7]1[C:2]([CH3:1])=[N:3][C:4]([C:11]3[CH:12]=[N:13][CH:14]=[CH:15][CH:16]=3)=[N:5][CH:6]=1)=[O:10])[CH2:53][C:52]2([CH3:60])[CH3:59]. The catalyst class is: 303. (4) Reactant: [H-].[Na+].[C:3]1([C:9]2[N:10]=[CH:11][NH:12][CH:13]=2)[CH:8]=[CH:7][CH:6]=[CH:5][CH:4]=1.[CH3:14][O:15][C:16](=[O:20])[CH2:17][CH2:18]Br. Product: [C:3]1([C:9]2[N:10]=[CH:11][N:12]([CH2:18][CH2:17][C:16]([O:15][CH3:14])=[O:20])[CH:13]=2)[CH:4]=[CH:5][CH:6]=[CH:7][CH:8]=1. The catalyst class is: 3. (5) Reactant: [Br:1][C:2]1[CH:3]=[C:4]2[C:8](=[CH:9][C:10]=1[F:11])[NH:7][CH:6]=[CH:5]2.[OH-].[K+].[CH3:14]I. Product: [Br:1][C:2]1[CH:3]=[C:4]2[C:8](=[CH:9][C:10]=1[F:11])[N:7]([CH3:14])[CH:6]=[CH:5]2. The catalyst class is: 12. (6) Reactant: [Br:1][CH:2]([CH2:6][CH3:7])[C:3](Br)=[O:4].Cl.[CH2:9]([O:16][NH2:17])[C:10]1[CH:15]=[CH:14][CH:13]=[CH:12][CH:11]=1. Product: [Br:1][CH:2]([CH2:6][CH3:7])[C:3]([NH:17][O:16][CH2:9][C:10]1[CH:15]=[CH:14][CH:13]=[CH:12][CH:11]=1)=[O:4]. The catalyst class is: 25. (7) Reactant: [CH3:1][N:2]([CH:10]1[CH2:15][CH2:14][NH:13][CH2:12][CH2:11]1)[C:3](=[O:9])[O:4][C:5]([CH3:8])([CH3:7])[CH3:6].Cl[C:17]1[CH:22]=[N:21][CH:20]=[C:19]([CH3:23])[N:18]=1.C1C=CC(P(C2C(C3C(P(C4C=CC=CC=4)C4C=CC=CC=4)=CC=C4C=3C=CC=C4)=C3C(C=CC=C3)=CC=2)C2C=CC=CC=2)=CC=1. Product: [CH3:1][N:2]([CH:10]1[CH2:11][CH2:12][N:13]([C:17]2[CH:22]=[N:21][CH:20]=[C:19]([CH3:23])[N:18]=2)[CH2:14][CH2:15]1)[C:3](=[O:9])[O:4][C:5]([CH3:8])([CH3:6])[CH3:7]. The catalyst class is: 101. (8) Reactant: Br[C:2]1[C:3]([F:18])=[C:4]2[C:8](=[CH:9][CH:10]=1)[N:7]([C:11]([O:13][C:14]([CH3:17])([CH3:16])[CH3:15])=[O:12])[CH2:6][CH2:5]2.C([O-])(=O)C.[K+].[B:24]1([B:24]2[O:28][C:27]([CH3:30])([CH3:29])[C:26]([CH3:32])([CH3:31])[O:25]2)[O:28][C:27]([CH3:30])([CH3:29])[C:26]([CH3:32])([CH3:31])[O:25]1. Product: [F:18][C:3]1[C:2]([B:24]2[O:28][C:27]([CH3:30])([CH3:29])[C:26]([CH3:32])([CH3:31])[O:25]2)=[CH:10][CH:9]=[C:8]2[C:4]=1[CH2:5][CH2:6][N:7]2[C:11]([O:13][C:14]([CH3:17])([CH3:16])[CH3:15])=[O:12]. The catalyst class is: 368. (9) Reactant: [Cl:1][C:2]1[CH:10]=[CH:9][C:5]([C:6](Cl)=[O:7])=[CH:4][CH:3]=1.[S:11]1[C:15]2[CH:16]=[CH:17][CH:18]=[CH:19][C:14]=2[N:13]=[CH:12]1.[Al+3].[Cl-].[Cl-].[Cl-].C[Si]([C:28]#[N:29])(C)C. Product: [Cl:1][C:2]1[CH:10]=[CH:9][C:5]([C:6]([N:13]2[C:14]3[CH:19]=[CH:18][CH:17]=[CH:16][C:15]=3[S:11][CH:12]2[C:28]#[N:29])=[O:7])=[CH:4][CH:3]=1. The catalyst class is: 4. (10) Reactant: C[O:2][C:3]([C@@H:5]1[CH2:9][C@H:8]([O:10][C:11]2[CH:16]=[CH:15][CH:14]=[CH:13][CH:12]=2)[CH2:7][N:6]1[S:17]([C:20]1[CH:25]=[CH:24][C:23]([O:26][CH3:27])=[C:22]([O:28][CH3:29])[CH:21]=1)(=[O:19])=[O:18])=[O:4].O.[OH-].[Li+].C(O)(=O)CC(CC(O)=O)(C(O)=O)O. Product: [CH3:29][O:28][C:22]1[CH:21]=[C:20]([S:17]([N:6]2[CH2:7][C@@H:8]([O:10][C:11]3[CH:12]=[CH:13][CH:14]=[CH:15][CH:16]=3)[CH2:9][C@H:5]2[C:3]([OH:4])=[O:2])(=[O:19])=[O:18])[CH:25]=[CH:24][C:23]=1[O:26][CH3:27]. The catalyst class is: 83.